From a dataset of Full USPTO retrosynthesis dataset with 1.9M reactions from patents (1976-2016). Predict the reactants needed to synthesize the given product. (1) Given the product [F:43][CH:44]([F:48])[C:45]1[O:42][N:41]=[C:2]([C:3]2[CH:4]=[CH:5][C:6]([CH3:40])=[C:7]([N:9]([CH2:26][C:27]([N:29]([N:31]3[CH2:32][C:33]4[C:38](=[CH:37][CH:36]=[CH:35][CH:34]=4)[CH2:39]3)[CH3:30])=[O:28])[CH2:10][C:11]([NH:13][CH2:14][CH2:15][N:16]([C:19]([O:21][C:22]([CH3:25])([CH3:23])[CH3:24])=[O:20])[CH2:17][CH3:18])=[O:12])[CH:8]=2)[N:1]=1, predict the reactants needed to synthesize it. The reactants are: [NH2:1][C:2](=[N:41][OH:42])[C:3]1[CH:4]=[CH:5][C:6]([CH3:40])=[C:7]([N:9]([CH2:26][C:27]([N:29]([N:31]2[CH2:39][C:38]3[C:33](=[CH:34][CH:35]=[CH:36][CH:37]=3)[CH2:32]2)[CH3:30])=[O:28])[CH2:10][C:11]([NH:13][CH2:14][CH2:15][N:16]([C:19]([O:21][C:22]([CH3:25])([CH3:24])[CH3:23])=[O:20])[CH2:17][CH3:18])=[O:12])[CH:8]=1.[F:43][CH:44]([F:48])[C:45](O)=O.CCN=C=NCCCN(C)C. (2) The reactants are: [CH3:1][C@H:2]1[CH2:7][N:6]([C:8]2[CH:9]=[CH:10][C:11]3[C:12]4[N:20]=[C:19]([C:21]5[CH:26]=[CH:25][CH:24]=[C:23]([C:27]([F:30])([F:29])[F:28])[CH:22]=5)[CH:18]=[C:17]([C:31]([O:33]C)=O)[C:13]=4[NH:14][C:15]=3[CH:16]=2)[CH2:5][C@@H:4]([CH3:35])[O:3]1.[NH3:36]. Given the product [CH3:35][C@H:4]1[CH2:5][N:6]([C:8]2[CH:9]=[CH:10][C:11]3[C:12]4[N:20]=[C:19]([C:21]5[CH:26]=[CH:25][CH:24]=[C:23]([C:27]([F:30])([F:28])[F:29])[CH:22]=5)[CH:18]=[C:17]([C:31]([NH2:36])=[O:33])[C:13]=4[NH:14][C:15]=3[CH:16]=2)[CH2:7][C@@H:2]([CH3:1])[O:3]1, predict the reactants needed to synthesize it. (3) Given the product [F:1][C:2]1[CH:7]=[CH:6][C:5]([N:8]2[C:12](=[O:13])[C:11]([CH3:14])([CH3:15])[N:10]([CH2:28][C:23]3[CH:29]=[CH:55][CH:54]=[CH:53][C:24]=3[NH:44][C:41]3[CH:40]=[CH:39][CH:38]=[CH:43][CH:42]=3)[C:9]2=[O:16])=[CH:4][C:3]=1[C:17]([F:18])([F:20])[F:19], predict the reactants needed to synthesize it. The reactants are: [F:1][C:2]1[CH:7]=[CH:6][C:5]([N:8]2[C:12](=[O:13])[C:11]([CH3:15])([CH3:14])[NH:10][C:9]2=[O:16])=[CH:4][C:3]=1[C:17]([F:20])([F:19])[F:18].Cl.N[C:23]([CH3:29])([CH3:28])[C:24](OC)=O.C(N(CC)CC)C.F[C:38]1[CH:43]=[CH:42][C:41]([N:44]=C=O)=[CH:40][C:39]=1C(F)(F)F.Cl.O1C[CH2:55][CH2:54][CH2:53]1. (4) Given the product [OH:1][C:2]1[CH:7]=[CH:6][C:5]([C:8]2[C:17]3[CH2:16][CH2:15][C@H:14]4[C@H:18]([CH3:25])[C:19](=[O:24])[C:20]([C:22]#[N:23])=[CH:21][C@:13]4([C:26]4[CH:27]=[CH:28][CH:29]=[CH:30][CH:31]=4)[C:12]=3[N:11]=[C:10]([CH3:32])[N:9]=2)=[CH:4][CH:3]=1, predict the reactants needed to synthesize it. The reactants are: [OH:1][C:2]1[CH:7]=[CH:6][C:5]([C:8]2[C:17]3[CH2:16][CH2:15][C@H:14]4[C@H:18]([CH3:25])[C:19](=[O:24])[CH:20]([C:22]#[N:23])[CH2:21][C@:13]4([C:26]4[CH:31]=[CH:30][CH:29]=[CH:28][CH:27]=4)[C:12]=3[N:11]=[C:10]([CH3:32])[N:9]=2)=[CH:4][CH:3]=1.ClC1C(=O)C(C#N)=C(C#N)C(=O)C=1Cl. (5) Given the product [CH3:23][C:24]1[CH:29]=[CH:28][C:27]([S:30]([O:1][CH2:2][C@H:3]2[CH2:7][CH2:6][C@@H:5]([NH:8][C:9]([O:10][C:11]([CH3:12])([CH3:14])[CH3:13])=[O:15])[CH2:4]2)(=[O:32])=[O:31])=[CH:26][CH:25]=1, predict the reactants needed to synthesize it. The reactants are: [OH:1][CH2:2][C@H:3]1[CH2:7][CH2:6][C@@H:5]([NH:8][C:9](=[O:15])[O:10][C:11]([CH3:14])([CH3:13])[CH3:12])[CH2:4]1.C(N(CC)CC)C.[CH3:23][C:24]1[CH:29]=[CH:28][C:27]([S:30](Cl)(=[O:32])=[O:31])=[CH:26][CH:25]=1.C([O-])(O)=O.[Na+]. (6) Given the product [Cl:7][C:8]1[CH:16]=[CH:15][C:11]([CH2:12][OH:13])=[C:10]([OH:17])[CH:9]=1, predict the reactants needed to synthesize it. The reactants are: [H-].[H-].[H-].[H-].[Li+].[Al+3].[Cl:7][C:8]1[CH:9]=[C:10]([OH:17])[C:11](=[CH:15][CH:16]=1)[C:12](O)=[O:13].O.Cl. (7) Given the product [CH3:6][N:7]([CH3:22])[C:8]1[CH:17]=[CH:16][CH:15]=[C:14]2[C:9]=1[CH:10]=[CH:11][CH:12]=[C:13]2[S:18]([NH:23][CH2:24][CH2:25][CH2:26][C:27]([OH:29])=[O:28])(=[O:20])=[O:19], predict the reactants needed to synthesize it. The reactants are: C([O-])(O)=O.[Na+].[CH3:6][N:7]([CH3:22])[C:8]1[CH:17]=[CH:16][CH:15]=[C:14]2[C:9]=1[CH:10]=[CH:11][CH:12]=[C:13]2[S:18](Cl)(=[O:20])=[O:19].[NH2:23][CH2:24][CH2:25][CH2:26][C:27]([OH:29])=[O:28].C(N(CC)CC)C.